From a dataset of Forward reaction prediction with 1.9M reactions from USPTO patents (1976-2016). Predict the product of the given reaction. (1) The product is: [CH3:38][C:37]([CH3:40])([CH3:39])[C:36]([N:21]1[CH2:22][C:11]2[C:10]([NH:9][C:7](=[O:8])[C:6]3[CH:5]=[CH:4][C:3]([F:2])=[CH:26][CH:25]=3)=[N:14][N:13]([C:15]([O:17][CH2:18][CH3:19])=[O:16])[C:12]=2[C:20]1([CH3:23])[CH3:24])=[O:41]. Given the reactants Cl.[F:2][C:3]1[CH:26]=[CH:25][C:6]([C:7]([NH:9][C:10]2[C:11]3[CH2:22][NH:21][C:20]([CH3:24])([CH3:23])[C:12]=3[N:13]([C:15]([O:17][CH2:18][CH3:19])=[O:16])[N:14]=2)=[O:8])=[CH:5][CH:4]=1.C(N(CC)C(C)C)(C)C.[C:36](Cl)(=[O:41])[C:37]([CH3:40])([CH3:39])[CH3:38].CCOC(C)=O.CCCCCC, predict the reaction product. (2) Given the reactants [C:43]([C:34]1C=[C:36]([C:39](C)(C)[CH3:42])[CH:37]=[CH:38][C:33]=1OP(O[C:33]1[CH:38]=[CH:37][C:36]([C:39]([CH3:42])(C)C)=C[C:34]=1[C:43]([CH3:46])(C)C)O[C:37]1[CH:38]=[CH:33][C:34]([C:43](C)(C)[CH3:46])=C[C:36]=1[C:39](C)(C)[CH3:42])(C)(C)[CH3:46].[CH3:47][CH2:48][CH2:49]CCCC, predict the reaction product. The product is: [CH:34]1[CH2:33][CH2:38][CH2:37][CH2:36][CH2:39][CH2:42][CH:47]=[CH:48][CH:49]=[CH:46][CH:43]=1. (3) Given the reactants [CH:1]1([C:7]2[CH:8]=[C:9]([C:19](O)=[O:20])[CH:10]=[N:11][C:12]=2[O:13][CH2:14][C:15]([F:18])([F:17])[F:16])[CH2:6][CH2:5][CH2:4][CH2:3][CH2:2]1.[CH3:22][N:23]([C:25]1[CH:30]=[CH:29][CH:28]=[CH:27][CH:26]=1)[NH2:24], predict the reaction product. The product is: [CH:1]1([C:7]2[CH:8]=[C:9]([C:19]([NH:24][N:23]([CH3:22])[C:25]3[CH:30]=[CH:29][CH:28]=[CH:27][CH:26]=3)=[O:20])[CH:10]=[N:11][C:12]=2[O:13][CH2:14][C:15]([F:17])([F:16])[F:18])[CH2:6][CH2:5][CH2:4][CH2:3][CH2:2]1. (4) Given the reactants C([O:3][C:4]([CH:6]1[CH2:18][C:17]2[C:16]3[C:11](=[CH:12][CH:13]=[CH:14][CH:15]=3)[NH:10][C:9]=2[CH2:8][CH2:7]1)=[O:5])C.O.[OH-].[Li+], predict the reaction product. The product is: [CH2:8]1[C:9]2[NH:10][C:11]3[C:16](=[CH:15][CH:14]=[CH:13][CH:12]=3)[C:17]=2[CH2:18][CH:6]([C:4]([OH:5])=[O:3])[CH2:7]1. (5) Given the reactants [NH2:1][C:2]1([CH3:23])[CH2:7][CH2:6][N:5]([CH2:8][C@H:9]2[N:19]3[C:20]4[N:11]([C:12](=[O:22])[CH:13]=[CH:14][C:15]=4[CH:16]=[CH:17][C:18]3=[O:21])[CH2:10]2)[CH2:4][CH2:3]1.[S:24]1[C:32]2[CH:31]=[C:30]([CH:33]=O)[N:29]=[CH:28][C:27]=2[O:26][CH2:25]1.C(O[BH-](OC(=O)C)OC(=O)C)(=O)C.[Na+].C([O-])(O)=O.[Na+].C(Cl)(Cl)[Cl:55], predict the reaction product. The product is: [ClH:55].[CH3:23][C:2]1([NH:1][CH2:33][C:30]2[N:29]=[CH:28][C:27]3[O:26][CH2:25][S:24][C:32]=3[CH:31]=2)[CH2:3][CH2:4][N:5]([CH2:8][C@H:9]2[N:19]3[C:20]4[N:11]([C:12](=[O:22])[CH:13]=[CH:14][C:15]=4[CH:16]=[CH:17][C:18]3=[O:21])[CH2:10]2)[CH2:6][CH2:7]1. (6) Given the reactants [C:1]([NH:5][S:6]([C:9]1[CH:14]=[CH:13][CH:12]=[C:11]([C:15]2[N:23]3[C:18]([CH:19]=[N:20][C:21](O)=[N:22]3)=[CH:17][CH:16]=2)[CH:10]=1)(=[O:8])=[O:7])([CH3:4])([CH3:3])[CH3:2].[NH2:25][C:26]1[CH:31]=[CH:30][C:29]([CH:32]2[CH2:37][CH2:36][N:35]([CH2:38][C:39]([NH2:41])=[O:40])[CH2:34][CH2:33]2)=[CH:28][CH:27]=1, predict the reaction product. The product is: [C:1]([NH:5][S:6]([C:9]1[CH:10]=[C:11]([C:15]2[N:23]3[C:18]([CH:19]=[N:20][C:21]([NH:25][C:26]4[CH:31]=[CH:30][C:29]([CH:32]5[CH2:33][CH2:34][N:35]([CH2:38][C:39]([NH2:41])=[O:40])[CH2:36][CH2:37]5)=[CH:28][CH:27]=4)=[N:22]3)=[CH:17][CH:16]=2)[CH:12]=[CH:13][CH:14]=1)(=[O:7])=[O:8])([CH3:4])([CH3:3])[CH3:2]. (7) Given the reactants [C:1]([C:3]1[CH:24]=[C:23]([C:25]2[N:30]=[C:29]([NH:31][C:32]3[CH:37]=[CH:36][C:35]([N:38]4[CH2:43][CH2:42][N:41]([CH:44]5[CH2:47][O:46][CH2:45]5)[CH2:40][CH2:39]4)=[CH:34][CH:33]=3)[N:28]=[CH:27][N:26]=2)[CH:22]=[CH:21][C:4]=1[O:5][CH:6]1[CH2:11][CH2:10][N:9](C(OC(C)(C)C)=O)[CH2:8][C:7]1([F:20])[F:19])#[N:2], predict the reaction product. The product is: [F:20][C:7]1([F:19])[CH:6]([O:5][C:4]2[CH:21]=[CH:22][C:23]([C:25]3[N:30]=[C:29]([NH:31][C:32]4[CH:37]=[CH:36][C:35]([N:38]5[CH2:43][CH2:42][N:41]([CH:44]6[CH2:45][O:46][CH2:47]6)[CH2:40][CH2:39]5)=[CH:34][CH:33]=4)[N:28]=[CH:27][N:26]=3)=[CH:24][C:3]=2[C:1]#[N:2])[CH2:11][CH2:10][NH:9][CH2:8]1.